Task: Predict the reactants needed to synthesize the given product.. Dataset: Full USPTO retrosynthesis dataset with 1.9M reactions from patents (1976-2016) (1) Given the product [OH:26][C@@H:27]([CH2:39][O:40][CH:41]([CH3:43])[CH3:42])[C:28]([NH:30][C:31]1[CH:36]=[CH:35][C:34]([S:37][CH3:38])=[CH:33][N:32]=1)=[O:29], predict the reactants needed to synthesize it. The reactants are: [F-].C([N+](CCCC)(CCCC)CCCC)CCC.[Si]([O:26][C@@H:27]([CH2:39][O:40][CH:41]([CH3:43])[CH3:42])[C:28]([NH:30][C:31]1[CH:36]=[CH:35][C:34]([S:37][CH3:38])=[CH:33][N:32]=1)=[O:29])(C(C)(C)C)(C)C. (2) Given the product [NH2:1][C:2]1[C:11]2[CH:10]=[CH:9][C:8]([F:12])=[C:7]([C:23]3[CH:24]=[CH:25][CH:26]=[C:27]([O:28][CH3:29])[C:22]=3[F:21])[C:6]=2[N:5]=[C:4]2[CH2:14][N:15]([CH:18]3[CH2:20][CH2:19]3)[C:16](=[O:17])[C:3]=12, predict the reactants needed to synthesize it. The reactants are: [NH2:1][C:2]1[C:11]2[CH:10]=[CH:9][C:8]([F:12])=[C:7](Br)[C:6]=2[N:5]=[C:4]2[CH2:14][N:15]([CH:18]3[CH2:20][CH2:19]3)[C:16](=[O:17])[C:3]=12.[F:21][C:22]1[C:27]([O:28][CH3:29])=[CH:26][CH:25]=[CH:24][C:23]=1B(O)O. (3) Given the product [CH3:17][O:18][C:19](=[O:44])[C:20]1[CH:21]=[CH:22][C:23]([C:26]2[CH:27]=[N:28][C:29]([NH2:43])=[C:30]([O:10][CH:8]([C:4]3[CH:5]=[CH:6][CH:7]=[C:2]([F:1])[C:3]=3[C:11]([F:12])([F:13])[F:14])[CH3:9])[CH:31]=2)=[CH:24][CH:25]=1, predict the reactants needed to synthesize it. The reactants are: [F:1][C:2]1[C:3]([C:11]([F:14])([F:13])[F:12])=[C:4]([CH:8]([OH:10])[CH3:9])[CH:5]=[CH:6][CH:7]=1.[H-].[Na+].[CH3:17][O:18][C:19](=[O:44])[C:20]1[CH:25]=[CH:24][C:23]([C:26]2[CH:27]=[N:28][C:29]([NH2:43])=[C:30](OS(C3C=CC(C)=CC=3)(=O)=O)[CH:31]=2)=[CH:22][CH:21]=1. (4) Given the product [OH:2][CH2:1][C:3]1[CH:26]=[CH:25][C:6]2[C:7]([CH2:10][CH2:11][CH:12]3[CH2:13][CH2:14][N:15]([C:18]([O:20][C:21]([CH3:23])([CH3:24])[CH3:22])=[O:19])[CH2:16][CH2:17]3)=[N:8][O:9][C:5]=2[C:4]=1[CH2:27][O:28][CH:29]1[CH2:34][CH2:33][CH2:32][CH2:31][O:30]1, predict the reactants needed to synthesize it. The reactants are: [CH:1]([C:3]1[CH:26]=[CH:25][C:6]2[C:7]([CH2:10][CH2:11][CH:12]3[CH2:17][CH2:16][N:15]([C:18]([O:20][C:21]([CH3:24])([CH3:23])[CH3:22])=[O:19])[CH2:14][CH2:13]3)=[N:8][O:9][C:5]=2[C:4]=1[CH2:27][O:28][CH:29]1[CH2:34][CH2:33][CH2:32][CH2:31][O:30]1)=[O:2].[BH4-].[Na+].[Cl-].[NH4+].O.